This data is from Forward reaction prediction with 1.9M reactions from USPTO patents (1976-2016). The task is: Predict the product of the given reaction. (1) Given the reactants [C:1]1([C:7]([C:15]2[CH:20]=[CH:19][CH:18]=[CH:17][CH:16]=2)([CH:9]2[CH2:14][CH2:13][NH:12][CH2:11][CH2:10]2)O)[CH:6]=[CH:5][CH:4]=[CH:3][CH:2]=1.C(O)(C(F)(F)F)=O, predict the reaction product. The product is: [C:1]1([C:7]([C:15]2[CH:20]=[CH:19][CH:18]=[CH:17][CH:16]=2)=[C:9]2[CH2:10][CH2:11][NH:12][CH2:13][CH2:14]2)[CH:2]=[CH:3][CH:4]=[CH:5][CH:6]=1. (2) Given the reactants [CH2:1]([C@H:3]1[CH2:7][O:6][C:5](=[O:8])[N:4]1[C:9]1[CH:14]=[CH:13][N:12]2[N:15]=[CH:16][C:17]([C:18]3[CH:23]=[CH:22][C:21]([C:24]4[N:28]=[CH:27][N:26](COCC[Si](C)(C)C)[N:25]=4)=[CH:20][CH:19]=3)=[C:11]2[N:10]=1)[CH3:2].FC(F)(F)C(O)=O, predict the reaction product. The product is: [NH:26]1[CH:27]=[N:28][C:24]([C:21]2[CH:20]=[CH:19][C:18]([C:17]3[CH:16]=[N:15][N:12]4[CH:13]=[CH:14][C:9]([N:4]5[C@@H:3]([CH2:1][CH3:2])[CH2:7][O:6][C:5]5=[O:8])=[N:10][C:11]=34)=[CH:23][CH:22]=2)=[N:25]1. (3) Given the reactants [NH2:1][CH2:2][CH2:3][N:4]1[C:12]2[CH:11]=[CH:10][CH:9]=[CH:8][C:7]=2[C:6]2[CH2:13][CH2:14][N:15]([C:18]([O:20][C:21]([CH3:24])([CH3:23])[CH3:22])=[O:19])[CH2:16][CH2:17][C:5]1=2.[C:25](Cl)(=[O:32])[C:26]1[CH:31]=[CH:30][CH:29]=[CH:28][CH:27]=1.C(O)(=O)CC(CC(O)=O)(C(O)=O)O, predict the reaction product. The product is: [C:25]([NH:1][CH2:2][CH2:3][N:4]1[C:12]2[CH:11]=[CH:10][CH:9]=[CH:8][C:7]=2[C:6]2[CH2:13][CH2:14][N:15]([C:18]([O:20][C:21]([CH3:24])([CH3:23])[CH3:22])=[O:19])[CH2:16][CH2:17][C:5]1=2)(=[O:32])[C:26]1[CH:31]=[CH:30][CH:29]=[CH:28][CH:27]=1. (4) The product is: [F:19][C:20]1[CH:25]=[CH:24][C:23]([C@H:26]([NH:28][C:16]([C:9]2([NH:8][C:6](=[O:7])[O:5][C:1]([CH3:2])([CH3:3])[CH3:4])[CH2:10][CH2:11][C:12](=[O:15])[CH2:13][CH2:14]2)=[O:18])[CH3:27])=[CH:22][CH:21]=1. Given the reactants [C:1]([O:5][C:6]([NH:8][C:9]1([C:16]([OH:18])=O)[CH2:14][CH2:13][C:12](=[O:15])[CH2:11][CH2:10]1)=[O:7])([CH3:4])([CH3:3])[CH3:2].[F:19][C:20]1[CH:25]=[CH:24][C:23]([C@H:26]([NH2:28])[CH3:27])=[CH:22][CH:21]=1.CN(C(ON1N=NC2C=CC=NC1=2)=[N+](C)C)C.F[P-](F)(F)(F)(F)F, predict the reaction product. (5) Given the reactants [CH2:1]([O:8][CH2:9][CH2:10][C:11]1[CH:16]=[CH:15][C:14](Br)=[CH:13][CH:12]=1)[C:2]1[CH:7]=[CH:6][CH:5]=[CH:4][CH:3]=1.C([Li])CCC.CN(C)[CH:25]=[O:26].[Cl-].[NH4+], predict the reaction product. The product is: [CH2:1]([O:8][CH2:9][CH2:10][C:11]1[CH:16]=[CH:15][C:14]([CH:25]=[O:26])=[CH:13][CH:12]=1)[C:2]1[CH:7]=[CH:6][CH:5]=[CH:4][CH:3]=1. (6) Given the reactants FC(F)(F)S(O[C:7]1[CH:8]=[C:9]([CH:13]([CH3:18])[C:14]([O:16][CH3:17])=[O:15])[CH:10]=[CH:11][CH:12]=1)(=O)=O.[CH3:21][O:22][C:23]1[CH:24]=[C:25]([CH:27]=[C:28]([C:30]([F:33])([F:32])[F:31])[CH:29]=1)[NH2:26].CC1(C)C2C(=C(P(C3C=CC=CC=3)C3C=CC=CC=3)C=CC=2)OC2C(P(C3C=CC=CC=3)C3C=CC=CC=3)=CC=CC1=2.[O-]P([O-])([O-])=O.[K+].[K+].[K+], predict the reaction product. The product is: [CH3:21][O:22][C:23]1[CH:24]=[C:25]([NH:26][C:7]2[CH:8]=[C:9]([CH:13]([CH3:18])[C:14]([O:16][CH3:17])=[O:15])[CH:10]=[CH:11][CH:12]=2)[CH:27]=[C:28]([C:30]([F:31])([F:33])[F:32])[CH:29]=1. (7) Given the reactants Cl[C:2]1[CH:11]=[CH:10][C:9]2[C:8]([C:12]([NH:14][CH2:15][C:16]34[CH2:25][CH:20]5[CH2:21][CH:22]([CH2:24][CH:18]([CH2:19]5)[CH2:17]3)[CH2:23]4)=[O:13])=[C:7]([Cl:26])[CH:6]=[CH:5][C:4]=2[N:3]=1.C(N(CC)CC)C.C([O:36][C:37]([CH:39]1[CH2:44][CH2:43][NH:42][CH2:41][CH2:40]1)=[O:38])C, predict the reaction product. The product is: [Cl:26][C:7]1[C:8]([C:12]([NH:14][CH2:15][C:16]23[CH2:25][CH:20]4[CH2:19][CH:18]([CH2:24][CH:22]([CH2:21]4)[CH2:23]2)[CH2:17]3)=[O:13])=[C:9]2[C:4](=[CH:5][CH:6]=1)[N:3]=[C:2]([N:42]1[CH2:43][CH2:44][CH:39]([C:37]([OH:38])=[O:36])[CH2:40][CH2:41]1)[CH:11]=[CH:10]2.